Dataset: Catalyst prediction with 721,799 reactions and 888 catalyst types from USPTO. Task: Predict which catalyst facilitates the given reaction. (1) Reactant: [F:1][C:2]1[CH:7]=[CH:6][C:5]([C:8]([N:10]2[CH2:14][CH2:13][CH:12]([OH:15])[CH2:11]2)=[O:9])=[CH:4][CH:3]=1.[C:16]1([N:22]=[C:23]=[O:24])[CH:21]=[CH:20][CH:19]=[CH:18][CH:17]=1. Product: [F:1][C:2]1[CH:7]=[CH:6][C:5]([C:8]([N:10]2[CH2:14][CH2:13][CH:12]([O:15][C:23](=[O:24])[NH:22][C:16]3[CH:21]=[CH:20][CH:19]=[CH:18][CH:17]=3)[CH2:11]2)=[O:9])=[CH:4][CH:3]=1. The catalyst class is: 2. (2) Reactant: [BrH:1].[Cl:2][C:3]1[CH:8]=[CH:7][C:6]([CH:9]2[N:13]([C:14]3[CH:19]=[CH:18][C:17]([Cl:20])=[CH:16][C:15]=3[Cl:21])[N:12]=[C:11]([C:22]([NH:24][N:25]3[CH2:30][CH2:29][CH2:28][CH2:27][CH2:26]3)=[O:23])[CH2:10]2)=[CH:5][CH:4]=1. Product: [BrH:1].[Cl:2][C:3]1[CH:8]=[CH:7][C:6]([CH:9]2[N:13]([C:14]3[CH:19]=[CH:18][C:17]([Cl:20])=[CH:16][C:15]=3[Cl:21])[N:12]=[C:11]([C:22]([NH:24][N:25]3[CH2:26][CH2:27][CH2:28][CH2:29][CH2:30]3)=[O:23])[CH2:10]2)=[CH:5][CH:4]=1. The catalyst class is: 13. (3) Reactant: [O:1]1[CH:5]=[CH:4][CH:3]=[C:2]1[C:6]1[CH:25]=[CH:24][C:9]([C:10]([N:12]([CH2:16][C:17]2[CH:22]=[CH:21][CH:20]=[CH:19][C:18]=2[OH:23])[CH:13]([CH3:15])[CH3:14])=[O:11])=[CH:8][CH:7]=1.C(=O)([O-])[O-].[K+].[K+].Br[CH2:33][CH2:34][CH2:35][O:36][CH2:37][C:38]([O:40][CH2:41][CH3:42])=[O:39]. Product: [O:1]1[CH:5]=[CH:4][CH:3]=[C:2]1[C:6]1[CH:7]=[CH:8][C:9]([C:10]([N:12]([CH2:16][C:17]2[CH:22]=[CH:21][CH:20]=[CH:19][C:18]=2[O:23][CH2:33][CH2:34][CH2:35][O:36][CH2:37][C:38]([O:40][CH2:41][CH3:42])=[O:39])[CH:13]([CH3:15])[CH3:14])=[O:11])=[CH:24][CH:25]=1. The catalyst class is: 18. (4) Reactant: C(N(CC)CC)C.[C:8]([C:10]1[CH:18]=[C:17]2[C:13]([C:14]([CH:26]=[O:27])=[CH:15][N:16]2C(OC(C)(C)C)=O)=[CH:12][CH:11]=1)#[N:9].[CH:28](=[N:35][C:36]1[CH:41]=[CH:40][N:39]=[C:38]([O:42][CH3:43])[CH:37]=1)[C:29]1[CH:34]=[CH:33][CH:32]=[CH:31][CH:30]=1. Product: [CH3:43][O:42][C:38]1[CH:37]=[C:36]([NH:35][CH:28]([C:29]2[CH:34]=[CH:33][CH:32]=[CH:31][CH:30]=2)[C:26]([C:14]2[C:13]3[C:17](=[CH:18][C:10]([C:8]#[N:9])=[CH:11][CH:12]=3)[NH:16][CH:15]=2)=[O:27])[CH:41]=[CH:40][N:39]=1. The catalyst class is: 433.